Dataset: Full USPTO retrosynthesis dataset with 1.9M reactions from patents (1976-2016). Task: Predict the reactants needed to synthesize the given product. (1) The reactants are: [C:1]([NH:4][C:5]1[CH:10]=[CH:9][C:8]([N+:11]([O-:13])=[O:12])=[C:7]([CH3:14])[CH:6]=1)(=O)[CH3:2].O[CH2:16]C(CO)O.OS(O)(=O)=O. Given the product [CH3:14][C:7]1[CH:6]=[C:5]2[C:10]([CH:16]=[CH:2][CH:1]=[N:4]2)=[CH:9][C:8]=1[N+:11]([O-:13])=[O:12], predict the reactants needed to synthesize it. (2) Given the product [CH3:1][C:2]1([CH3:38])[CH2:7][O:6][CH:5]([C:8]2[CH:13]=[CH:12][CH:11]=[CH:10][CH:9]=2)[O:4][CH:3]1[C:14]([NH:16][C:17]1[C:18]([CH3:37])=[CH:19][C:20]([O:21][CH2:22][CH2:23][CH2:24][CH2:25][C:26]([CH3:32])([CH3:33])[C:27]([OH:29])=[O:28])=[CH:34][C:35]=1[CH3:36])=[O:15], predict the reactants needed to synthesize it. The reactants are: [CH3:1][C:2]1([CH3:38])[CH2:7][O:6][CH:5]([C:8]2[CH:13]=[CH:12][CH:11]=[CH:10][CH:9]=2)[O:4][CH:3]1[C:14]([NH:16][C:17]1[C:35]([CH3:36])=[CH:34][C:20]([O:21][CH2:22][CH2:23][CH2:24][CH2:25][C:26]([CH3:33])([CH3:32])[C:27]([O:29]CC)=[O:28])=[CH:19][C:18]=1[CH3:37])=[O:15].O[Li].O.C(Cl)Cl.Cl. (3) The reactants are: [Cl:1][C:2]1[CH:3]=[C:4]([CH:7]=[C:8]([O:10][C:11]2[CH:16]=[C:15]([O:17]C)[CH:14]=[C:13]([F:19])[C:12]=2[Cl:20])[CH:9]=1)[C:5]#[N:6].B(Br)(Br)Br. Given the product [Cl:1][C:2]1[CH:3]=[C:4]([CH:7]=[C:8]([O:10][C:11]2[CH:16]=[C:15]([OH:17])[CH:14]=[C:13]([F:19])[C:12]=2[Cl:20])[CH:9]=1)[C:5]#[N:6], predict the reactants needed to synthesize it. (4) Given the product [F:2][C:3]1[CH:35]=[CH:34][CH:33]=[CH:32][C:4]=1[C:5]([C:7]1[C:8]2[CH:9]=[CH:10][C:11]([O:30][CH3:31])=[C:12]([O:28][CH3:29])[C:13]=2[C:14](=[O:38])[N:15]2[CH2:24][CH2:23][C:22]3[C:17](=[CH:18][C:19]4[O:27][CH2:26][O:25][C:20]=4[CH:21]=3)[C:16]=12)=[O:6], predict the reactants needed to synthesize it. The reactants are: [Cl-].[F:2][C:3]1[CH:35]=[CH:34][CH:33]=[CH:32][C:4]=1[C:5]([C:7]1[C:16]2[C:17]3[C:22]([CH2:23][CH2:24][N+:15]=2[CH:14]=[C:13]2[C:8]=1[CH:9]=[CH:10][C:11]([O:30][CH3:31])=[C:12]2[O:28][CH3:29])=[CH:21][C:20]1[O:25][CH2:26][O:27][C:19]=1[CH:18]=3)=[O:6].[Br-].C[O:38]C1C2C(=C(CC3C=CC=CC=3C)C3C4C(=CC5OCOC=5C=4)CC[N+]=3C=2)C=CC=1OC. (5) The reactants are: Cl.O.[NH:3]1[CH2:8][CH2:7][C:6](=[O:9])[CH2:5][CH2:4]1.C([O-])([O-])=O.[Cs+].[Cs+].[C:16]([O:20][C:21](=[O:30])[CH2:22][C:23]1[CH:28]=[CH:27][CH:26]=[C:25](Br)[CH:24]=1)([CH3:19])([CH3:18])[CH3:17]. Given the product [C:16]([O:20][C:21](=[O:30])[CH2:22][C:23]1[CH:28]=[CH:27][CH:26]=[C:25]([N:3]2[CH2:8][CH2:7][C:6](=[O:9])[CH2:5][CH2:4]2)[CH:24]=1)([CH3:19])([CH3:17])[CH3:18], predict the reactants needed to synthesize it.